Dataset: Catalyst prediction with 721,799 reactions and 888 catalyst types from USPTO. Task: Predict which catalyst facilitates the given reaction. (1) The catalyst class is: 19. Reactant: [O:1]=[C:2]([NH:15][C:16]1[CH:17]=[N:18][N:19]2[CH2:24][CH2:23][CH2:22][NH:21][C:20]=12)[CH2:3][NH:4]C(=O)OCC1C=CC=CC=1. Product: [NH2:4][CH2:3][C:2]([NH:15][C:16]1[CH:17]=[N:18][N:19]2[CH2:24][CH2:23][CH2:22][NH:21][C:20]=12)=[O:1]. (2) Reactant: [CH3:1][O:2][C:3]([C:5]1[C:13]2[C:8](=[CH:9][CH:10]=[C:11]([NH2:14])[CH:12]=2)[NH:7][N:6]=1)=[O:4].C1C(=O)N([Br:22])C(=O)C1.C([O-])([O-])=O.[Na+].[Na+].S([O-])([O-])(=O)=S.[Na+].[Na+]. Product: [NH2:14][C:11]1[C:12]([Br:22])=[C:13]2[C:8](=[CH:9][CH:10]=1)[NH:7][N:6]=[C:5]2[C:3]([O:2][CH3:1])=[O:4]. The catalyst class is: 82.